Dataset: Catalyst prediction with 721,799 reactions and 888 catalyst types from USPTO. Task: Predict which catalyst facilitates the given reaction. (1) Reactant: [F:1][C:2]([C:11]1[CH:12]=[C:13]([NH2:18])[C:14]([NH2:17])=[CH:15][CH:16]=1)([C:7]([F:10])([F:9])[F:8])[C:3]([F:6])([F:5])[F:4].[CH2:19]([S:21][C:22]1[CH:30]=[CH:29][CH:28]=[CH:27][C:23]=1[C:24](O)=O)[CH3:20].Cl.C(N=C=NCCCN(C)C)C.ON1C2C=CC=CC=2N=N1. Product: [CH2:19]([S:21][C:22]1[CH:30]=[CH:29][CH:28]=[CH:27][C:23]=1[C:24]1[NH:17][C:14]2[CH:15]=[CH:16][C:11]([C:2]([F:1])([C:7]([F:8])([F:9])[F:10])[C:3]([F:6])([F:5])[F:4])=[CH:12][C:13]=2[N:18]=1)[CH3:20]. The catalyst class is: 803. (2) Reactant: [C:1](Cl)(=[O:3])[CH3:2].[C:5]([O:10][C@@H:11]1[C@@H:19]([CH2:20][CH:21]2[CH2:26][CH2:25][CH2:24][CH2:23][CH2:22]2)[C:18](=[O:27])[O:17][CH2:16][C@H:15]([NH:28][C:29](=[O:39])[C:30]2[C:35]([OH:36])=[C:34]([O:37][CH3:38])[CH:33]=[CH:32][N:31]=2)[C:14](=[O:40])[O:13][C@H:12]1[CH3:41])(=[O:9])[CH:6]([CH3:8])[CH3:7].N1C=CC=CC=1. Product: [C:5]([O:10][C@@H:11]1[C@@H:19]([CH2:20][CH:21]2[CH2:26][CH2:25][CH2:24][CH2:23][CH2:22]2)[C:18](=[O:27])[O:17][CH2:16][C@H:15]([NH:28][C:29](=[O:39])[C:30]2[C:35]([O:36][C:1](=[O:3])[CH3:2])=[C:34]([O:37][CH3:38])[CH:33]=[CH:32][N:31]=2)[C:14](=[O:40])[O:13][C@H:12]1[CH3:41])(=[O:9])[CH:6]([CH3:7])[CH3:8]. The catalyst class is: 2. (3) Reactant: [Br:1][C:2]1[CH:3]=[C:4]2[C:12](=[CH:13][CH:14]=1)[N:11]([C:15]1[CH:20]=[CH:19][CH:18]=[CH:17][C:16]=1[N+:21]([O-])=O)[C:10]1[C:9]([F:24])=[CH:8][CH:7]=[CH:6][C:5]2=1.[OH-].[Na+]. Product: [Br:1][C:2]1[CH:3]=[C:4]2[C:12](=[CH:13][CH:14]=1)[N:11]([C:15]1[CH:20]=[CH:19][CH:18]=[CH:17][C:16]=1[NH2:21])[C:10]1[C:9]([F:24])=[CH:8][CH:7]=[CH:6][C:5]2=1. The catalyst class is: 14. (4) Product: [NH2:29][CH2:28][CH2:27][O:26][CH2:25][CH2:24][NH:23][C:20]1[N:21]=[CH:22][C:17]2[CH:16]=[C:15]([C:3]3[CH:4]=[CH:5][C:6]([C:8]4[CH:13]=[N:12][CH:11]=[C:10]([CH3:14])[N:9]=4)=[CH:7][C:2]=3[Cl:1])[C:38](=[O:39])[N:37]([CH2:40][CH3:41])[C:18]=2[N:19]=1. The catalyst class is: 5. Reactant: [Cl:1][C:2]1[CH:7]=[C:6]([C:8]2[CH:13]=[N:12][CH:11]=[C:10]([CH3:14])[N:9]=2)[CH:5]=[CH:4][C:3]=1[C:15]1[C:38](=[O:39])[N:37]([CH2:40][CH3:41])[C:18]2[N:19]=[C:20]([NH:23][CH2:24][CH2:25][O:26][CH2:27][CH2:28][NH:29]C(=O)OC(C)(C)C)[N:21]=[CH:22][C:17]=2[CH:16]=1.Cl.CO. (5) Reactant: [CH3:1][C:2]([CH3:27])([CH3:26])[C@@H:3]([NH:5][CH2:6][C:7]1[CH:12]=[CH:11][C:10]([NH:13][CH2:14][O:15][C:16]([N:18]2[CH2:22][CH2:21][CH2:20][CH2:19]2)=[O:17])=[C:9]([N+:23]([O-:25])=[O:24])[CH:8]=1)[CH3:4].[OH-].[Na+].O.Cl[C:32]([O:34][CH2:35][C:36]1[CH:41]=[CH:40][CH:39]=[CH:38][CH:37]=1)=[O:33]. Product: [CH2:35]([O:34][C:32]([N:5]([CH2:6][C:7]1[CH:12]=[CH:11][C:10]([NH:13][CH2:14][O:15][C:16]([N:18]2[CH2:19][CH2:20][CH2:21][CH2:22]2)=[O:17])=[C:9]([N+:23]([O-:25])=[O:24])[CH:8]=1)[C@H:3]([C:2]([CH3:26])([CH3:1])[CH3:27])[CH3:4])=[O:33])[C:36]1[CH:41]=[CH:40][CH:39]=[CH:38][CH:37]=1. The catalyst class is: 12. (6) Reactant: [C:1]([O:5][C:6](=[O:43])[CH2:7][N:8]([CH2:33][C:34]1[CH:42]=[CH:41][C:37]([C:38]([OH:40])=O)=[CH:36][CH:35]=1)[C:9](=[O:32])[C:10]1[CH:15]=[CH:14][C:13]([NH:16][C:17](=[O:31])[CH2:18][C:19]2[CH:24]=[CH:23][C:22]([O:25][CH3:26])=[CH:21][C:20]=2[C:27]([F:30])([F:29])[F:28])=[CH:12][CH:11]=1)([CH3:4])([CH3:3])[CH3:2].CN1CCOCC1.ClC(OCC(C)C)=O.O[N:60]=[C:61]([C:63]1[CH:68]=[CH:67][C:66]([C:69]2[CH:74]=[CH:73][C:72]([CH3:75])=[CH:71][CH:70]=2)=[CH:65][CH:64]=1)[NH2:62].C([O-])(O)=O.[Na+]. Product: [CH3:26][O:25][C:22]1[CH:23]=[CH:24][C:19]([CH2:18][C:17]([NH:16][C:13]2[CH:14]=[CH:15][C:10]([C:9]([N:8]([CH2:7][C:6]([O:5][C:1]([CH3:3])([CH3:4])[CH3:2])=[O:43])[CH2:33][C:34]3[CH:35]=[CH:36][C:37]([C:38]4[O:40][N:62]=[C:61]([C:63]5[CH:64]=[CH:65][C:66]([C:69]6[CH:74]=[CH:73][C:72]([CH3:75])=[CH:71][CH:70]=6)=[CH:67][CH:68]=5)[N:60]=4)=[CH:41][CH:42]=3)=[O:32])=[CH:11][CH:12]=2)=[O:31])=[C:20]([C:27]([F:29])([F:30])[F:28])[CH:21]=1. The catalyst class is: 887.